This data is from Forward reaction prediction with 1.9M reactions from USPTO patents (1976-2016). The task is: Predict the product of the given reaction. (1) Given the reactants [Cl:1][C:2]1[CH:3]=[N:4][C:5]([NH:11][C:12]2[CH:17]=[CH:16][CH:15]=[CH:14][CH:13]=2)=[C:6]([CH:10]=1)[C:7]([OH:9])=O.[CH3:18][C:19]([NH2:23])([C:21]#[CH:22])[CH3:20].CCN=C=NCCCN(C)C.C1C=CC2N(O)N=NC=2C=1.CCN(C(C)C)C(C)C, predict the reaction product. The product is: [Cl:1][C:2]1[CH:3]=[N:4][C:5]([NH:11][C:12]2[CH:17]=[CH:16][CH:15]=[CH:14][CH:13]=2)=[C:6]([CH:10]=1)[C:7]([NH:23][C:19]([CH3:20])([C:21]#[CH:22])[CH3:18])=[O:9]. (2) Given the reactants Cl.[NH2:2][C@H:3]([C:10]1[CH:15]=[CH:14][CH:13]=[CH:12][CH:11]=1)[CH2:4][C:5]([O:7][CH2:8][CH3:9])=[O:6].C(N(CC)CC)C.[N+:23]([C:26]1[CH:27]=[C:28]([CH:32]=[C:33]([N+:35]([O-:37])=[O:36])[CH:34]=1)[C:29](Cl)=[O:30])([O-:25])=[O:24], predict the reaction product. The product is: [N+:23]([C:26]1[CH:27]=[C:28]([CH:32]=[C:33]([N+:35]([O-:37])=[O:36])[CH:34]=1)[C:29]([NH:2][C@H:3]([C:10]1[CH:15]=[CH:14][CH:13]=[CH:12][CH:11]=1)[CH2:4][C:5]([O:7][CH2:8][CH3:9])=[O:6])=[O:30])([O-:25])=[O:24]. (3) Given the reactants [C:1]1([CH2:7][CH2:8][O:9][CH2:10][C:11](Cl)=[O:12])[CH:6]=[CH:5][CH:4]=[CH:3][CH:2]=1.[NH:14]1[CH2:19][CH2:18][CH:17]([CH2:20][CH2:21][OH:22])[CH2:16][CH2:15]1.C(N(CC)CC)C, predict the reaction product. The product is: [OH:22][CH2:21][CH2:20][CH:17]1[CH2:18][CH2:19][N:14]([C:11](=[O:12])[CH2:10][O:9][CH2:8][CH2:7][C:1]2[CH:6]=[CH:5][CH:4]=[CH:3][CH:2]=2)[CH2:15][CH2:16]1. (4) Given the reactants [F:1][C:2]1[CH:7]=[CH:6][CH:5]=[C:4]([F:8])[C:3]=1[C:9]1[O:10][CH2:11][CH:12]([C:14]2[CH:19]=[CH:18][C:17]([C:20]3[CH:21]=[CH:22][C:23]([S:26][CH2:27][CH3:28])=[N:24][CH:25]=3)=[CH:16][CH:15]=2)[N:13]=1.ClC1C=CC=C(C(OO)=[O:37])C=1, predict the reaction product. The product is: [F:1][C:2]1[CH:7]=[CH:6][CH:5]=[C:4]([F:8])[C:3]=1[C:9]1[O:10][CH2:11][CH:12]([C:14]2[CH:15]=[CH:16][C:17]([C:20]3[CH:21]=[CH:22][C:23]([S:26]([CH2:27][CH3:28])=[O:37])=[N:24][CH:25]=3)=[CH:18][CH:19]=2)[N:13]=1. (5) The product is: [CH:31]1([C:9]2[C:8]3[C:12](=[CH:13][C:5]([C:3]([OH:2])=[O:4])=[CH:6][CH:7]=3)[N:11]([CH2:41][CH2:42][N:43]3[CH2:48][CH2:47][O:46][CH2:45][CH2:44]3)[C:10]=2[C:14]2[CH:15]=[C:16]3[C:21](=[CH:22][CH:23]=2)[N:20]=[C:19]([C:24]2[S:28][C:27]([CH3:29])=[N:26][C:25]=2[CH3:30])[CH:18]=[CH:17]3)[CH2:36][CH2:35][CH2:34][CH2:33][CH2:32]1. Given the reactants C[O:2][C:3]([C:5]1[CH:13]=[C:12]2[C:8]([C:9]([CH:31]3[CH2:36][CH2:35][CH2:34][CH2:33][CH2:32]3)=[C:10]([C:14]3[CH:15]=[C:16]4[C:21](=[CH:22][CH:23]=3)[N:20]=[C:19]([C:24]3[S:28][C:27]([CH3:29])=[N:26][C:25]=3[CH3:30])[CH:18]=[CH:17]4)[NH:11]2)=[CH:7][CH:6]=1)=[O:4].[H-].[Na+].Cl.Cl[CH2:41][CH2:42][N:43]1[CH2:48][CH2:47][O:46][CH2:45][CH2:44]1, predict the reaction product.